The task is: Predict the reactants needed to synthesize the given product.. This data is from Full USPTO retrosynthesis dataset with 1.9M reactions from patents (1976-2016). (1) The reactants are: [Cl:1][C:2]1[CH:3]=[CH:4][C:5]([C:28]([F:31])([F:30])[F:29])=[C:6]([CH:27]=1)[CH2:7][N:8]1[CH2:13][CH2:12][NH:11][C:10]2[N:14]=[CH:15][C:16]([C:18]3[CH:19]=[C:20]([CH:24]=[CH:25][CH:26]=3)[C:21](O)=[O:22])=[CH:17][C:9]1=2.[C:32]1([N:38]2[C:42]3([CH2:47][CH2:46][NH:45][CH2:44][CH2:43]3)[C:41](=[O:48])[NH:40][CH2:39]2)[CH:37]=[CH:36][CH:35]=[CH:34][CH:33]=1. Given the product [Cl:1][C:2]1[CH:3]=[CH:4][C:5]([C:28]([F:29])([F:31])[F:30])=[C:6]([CH:27]=1)[CH2:7][N:8]1[CH2:13][CH2:12][NH:11][C:10]2[N:14]=[CH:15][C:16]([C:18]3[CH:19]=[C:20]([CH:24]=[CH:25][CH:26]=3)[C:21]([N:45]3[CH2:44][CH2:43][C:42]4([N:38]([C:32]5[CH:33]=[CH:34][CH:35]=[CH:36][CH:37]=5)[CH2:39][NH:40][C:41]4=[O:48])[CH2:47][CH2:46]3)=[O:22])=[CH:17][C:9]1=2, predict the reactants needed to synthesize it. (2) Given the product [CH3:26][O:27][C:28]1[CH:29]=[C:30]2[C:34](=[CH:35][C:36]=1[C:37]([F:40])([F:38])[F:39])[N:33]([C:16](=[O:18])[NH:1][C:2]1[CH:7]=[N:6][C:5]([O:8][CH2:9][C:10]3[CH:15]=[CH:14][N:13]=[CH:12][CH:11]=3)=[CH:4][CH:3]=1)[CH2:32][CH2:31]2, predict the reactants needed to synthesize it. The reactants are: [NH2:1][C:2]1[CH:3]=[CH:4][C:5]([O:8][CH2:9][C:10]2[CH:15]=[CH:14][N:13]=[CH:12][CH:11]=2)=[N:6][CH:7]=1.[C:16](=O)([O:18]C1C=CC=CC=1)N.[CH3:26][O:27][C:28]1[CH:29]=[C:30]2[C:34](=[CH:35][C:36]=1[C:37]([F:40])([F:39])[F:38])[NH:33][CH2:32][CH2:31]2. (3) Given the product [CH3:12][NH:11][C:9]1[C:10]2[C:5](=[CH:20][CH:18]=[CH:3][CH:2]=2)[NH:6][C:7](=[S:17])[N:8]=1, predict the reactants needed to synthesize it. The reactants are: C[C:2]1[C:10]2[C:9]([NH:11][C:12](=O)OCC)=[N:8][C:7](=[S:17])[NH:6][C:5]=2S[C:3]=1[CH3:18].N[C:20](N)=S.C(O)=O.[OH-].[Na+]. (4) Given the product [CH:1]1([NH:7][C:8]([CH:10]2[CH2:11][CH2:12][N:13]([CH:17]([C:19]3[CH:24]=[CH:23][CH:22]=[C:21]([N+:25]([O-:27])=[O:26])[CH:20]=3)[CH3:16])[CH2:14][CH2:15]2)=[O:9])[CH2:2][CH2:3][CH2:4][CH2:5][CH2:6]1, predict the reactants needed to synthesize it. The reactants are: [CH:1]1([NH:7][C:8]([CH:10]2[CH2:15][CH2:14][NH:13][CH2:12][CH2:11]2)=[O:9])[CH2:6][CH2:5][CH2:4][CH2:3][CH2:2]1.[CH3:16][C:17]([C:19]1[CH:24]=[CH:23][CH:22]=[C:21]([N+:25]([O-:27])=[O:26])[CH:20]=1)=O.[BH4-].[Na+]. (5) Given the product [NH2:14][C@H:3]([CH2:4][C:5]1[C:13]2[C:8](=[CH:9][CH:10]=[CH:11][CH:12]=2)[NH:7][CH:6]=1)[C:2]([NH2:1])=[O:22], predict the reactants needed to synthesize it. The reactants are: [NH2:1][C:2](=[O:22])[C@H:3]([NH:14]C(=O)OC(C)(C)C)[CH2:4][C:5]1[C:13]2[C:8](=[CH:9][CH:10]=[CH:11][CH:12]=2)[NH:7][CH:6]=1. (6) Given the product [C:2]([CH2:3][CH2:4][O:22][C:21](=[O:23])[CH2:20][CH2:19][CH2:18][NH:17][C:15](=[O:16])[C:14]1[CH:13]=[CH:12][C:11]([SiH:10]([CH:7]([CH3:9])[CH3:8])[CH:26]([CH3:28])[CH3:27])=[CH:25][CH:24]=1)#[N:1], predict the reactants needed to synthesize it. The reactants are: [N:1]1C=C[CH:4]=[CH:3][CH:2]=1.[CH:7]([SiH:10]([CH:26]([CH3:28])[CH3:27])[C:11]1[CH:25]=[CH:24][C:14]([C:15]([NH:17][CH2:18][CH2:19][CH2:20][C:21]([OH:23])=[O:22])=[O:16])=[CH:13][CH:12]=1)([CH3:9])[CH3:8].C(CCO)#N.C(N(CC)CC)C. (7) Given the product [CH:29]1([C:8]2[C:9]([O:11][CH2:12][CH:13]3[CH2:14][CH2:15][N:16]([C@H:19]([C:21]4[CH:22]=[C:23]([Cl:28])[CH:24]=[C:25]([Cl:27])[CH:26]=4)[CH3:20])[CH2:17][CH2:18]3)=[CH:10][C:5]3[N:6]([C:2]([NH:38][S:35]([CH3:32])(=[O:37])=[O:36])=[N:3][N:4]=3)[CH:7]=2)[CH2:30][CH2:31]1, predict the reactants needed to synthesize it. The reactants are: Br[C:2]1[N:6]2[CH:7]=[C:8]([CH:29]3[CH2:31][CH2:30]3)[C:9]([O:11][CH2:12][CH:13]3[CH2:18][CH2:17][N:16]([C@H:19]([C:21]4[CH:26]=[C:25]([Cl:27])[CH:24]=[C:23]([Cl:28])[CH:22]=4)[CH3:20])[CH2:15][CH2:14]3)=[CH:10][C:5]2=[N:4][N:3]=1.[CH:32]1([S:35]([NH2:38])(=[O:37])=[O:36])CC1.CS(N)(=O)=O. (8) Given the product [C:1]([O:4][CH2:6][CH2:5][C:7]1[CH:12]=[CH:11][CH:10]=[CH:9][N:8]=1)(=[S:3])[CH3:2], predict the reactants needed to synthesize it. The reactants are: [C:1]([OH:4])(=[S:3])[CH3:2].[CH:5]([C:7]1[CH:12]=[CH:11][CH:10]=[CH:9][N:8]=1)=[CH2:6]. (9) Given the product [Br:1][C:2]1[C:7]([CH3:8])=[CH:6][C:5]([NH:9][C:11](=[O:13])[CH3:12])=[CH:4][C:3]=1[CH3:10], predict the reactants needed to synthesize it. The reactants are: [Br:1][C:2]1[C:7]([CH3:8])=[CH:6][C:5]([NH2:9])=[CH:4][C:3]=1[CH3:10].[C:11](OC(=O)C)(=[O:13])[CH3:12]. (10) Given the product [C:35]([O:34][C:32](=[O:33])[NH:31][CH:28]1[CH2:29][CH2:30][N:25]([CH2:24][CH2:23][N:9]2[C:10]3[C:5](=[CH:4][C:3]([O:2][CH3:1])=[C:12]([O:13][CH3:14])[CH:11]=3)[N:6]=[CH:7][C:8]2=[O:15])[CH2:26][CH2:27]1)([CH3:38])([CH3:37])[CH3:36], predict the reactants needed to synthesize it. The reactants are: [CH3:1][O:2][C:3]1[CH:4]=[C:5]2[C:10](=[CH:11][C:12]=1[O:13][CH3:14])[NH:9][C:8](=[O:15])[CH:7]=[N:6]2.[H-].[Na+].CS(O[CH2:23][CH2:24][N:25]1[CH2:30][CH2:29][CH:28]([NH:31][C:32]([O:34][C:35]([CH3:38])([CH3:37])[CH3:36])=[O:33])[CH2:27][CH2:26]1)(=O)=O.C(OC(=O)NC1CCN(CCN2C3C(=CC=C(OC)C=3)C=CC2=O)CC1)(C)(C)C.